Dataset: Full USPTO retrosynthesis dataset with 1.9M reactions from patents (1976-2016). Task: Predict the reactants needed to synthesize the given product. (1) Given the product [CH2:16]([N:8]1[CH:9]=[C:10]([C:11]([O:13][CH2:14][CH3:15])=[O:12])[C:6]([CH:3]([CH2:4][CH3:5])[CH2:1][CH3:2])=[N:7]1)[C:17]1[CH:22]=[CH:21][CH:20]=[CH:19][CH:18]=1, predict the reactants needed to synthesize it. The reactants are: [CH2:1]([CH:3]([C:6]1[C:10]([C:11]([O:13][CH2:14][CH3:15])=[O:12])=[CH:9][NH:8][N:7]=1)[CH2:4][CH3:5])[CH3:2].[CH2:16](Br)[C:17]1[CH:22]=[CH:21][CH:20]=[CH:19][CH:18]=1.C(=O)([O-])[O-].[K+].[K+].Cl. (2) Given the product [OH:4][CH2:5][CH2:6][CH2:7][O:8][C:9]1[CH:10]=[C:11]2[C:16](=[CH:17][C:18]=1[O:19][CH3:20])[C:15]([C:21](=[O:34])[C:22]1[CH:27]=[CH:26][CH:25]=[C:24]([O:28][CH2:29][CH3:30])[CH:23]=1)=[N:14][CH:13]=[C:12]2[CH:31]=[O:32], predict the reactants needed to synthesize it. The reactants are: C([O:4][CH2:5][CH2:6][CH2:7][O:8][C:9]1[CH:10]=[C:11]2[C:16](=[CH:17][C:18]=1[O:19][CH3:20])[C:15]([CH2:21][C:22]1[CH:27]=[CH:26][CH:25]=[C:24]([O:28][CH2:29][CH3:30])[CH:23]=1)=[N:14][CH:13]=[C:12]2[CH:31]=[O:32])(=O)C.[Se](=O)=[O:34].